This data is from Experimentally validated miRNA-target interactions with 360,000+ pairs, plus equal number of negative samples. The task is: Binary Classification. Given a miRNA mature sequence and a target amino acid sequence, predict their likelihood of interaction. (1) The miRNA is hsa-miR-4304 with sequence CCGGCAUGUCCAGGGCA. The protein sequence of the target gene is MAPLPPRGLVPSLLWCLSLFLSLPGPVWLQPSPPPHPSPRAEPHPCHTCRALVDNFNKGLERTIRDNFGGGNTAWEEEKLSKYKDSETRLVEVLEGVCSRSDFECHRLLELSEELVENWWFHRQQEAPDLFQWLCSDSLKLCCPSGTFGPSCLPCPGGTERPCGGYGQCEGEGTRGGSGHCDCQAGYGGEACGQCGLGYFEAERNSSHLVCSACFGPCARCTGPEESHCLQCKKGWALHHLKCVDIDECGTEQATCGADQFCVNTEGSYECRDCAKACLGCMGAGPGRCKKCSRGYQQVG.... Result: 0 (no interaction). (2) The miRNA is hsa-miR-4736 with sequence AGGCAGGUUAUCUGGGCUG. The protein sequence of the target gene is MALKKSSPSLDSGDSDSEELPTFAFLKKEPSSTKRRQPEREEKIVVVDISDCEASCPPAPELFSPPVPEIAETVTQTQPVRLLSSESEDEEEFIPLAQRLTCKFLTHKQLSPEDSSSPVKSVLDHQNNEGASCDWKKPFPKIPEVPLHDTPERSAADNKDLILDPCCQLPAYLSTCPGQSSSLAVTKTNSDILPPQKKTKPSQKVQGRGSHGCRQQRQARQKESTLRRQERKNAALVTRMKAQRPEECLKHIIVVLDPVLLQMEGGGQLLGALQTMECRCVIEAQAVPCSVTWRRRAGPS.... Result: 0 (no interaction). (3) The miRNA is hsa-miR-7150 with sequence CUGGCAGGGGGAGAGGUA. The protein sequence of the target gene is MEPSSWSGSESPAENMERMSDSADKPIDNDAEGVWSPDIEQSFQEALAIYPPCGRRKIILSDEGKMYGRNELIARYIKLRTGKTRTRKQVSSHIQVLARRKSRDFHSKLKDQTAKDKALQHMAAMSSAQIVSATAIHNKLGLPGIPRPTFPGAPGFWPGMIQTGQPGSSQDVKPFVQQAYPIQPAVTAPIPGFEPASAPAPSVPAWQGRSIGTTKLRLVEFSAFLEQQRDPDSYNKHLFVHIGHANHSYSDPLLESVDIRQIYDKFPEKKGGLKELFGKGPQNAFFLVKFWADLNCNIQD.... Result: 1 (interaction). (4) The miRNA is mmu-miR-7028-3p with sequence CCUUCUCUUCCCCCUCGGCCAG. The protein sequence of the target gene is MAEHLELLAEMPMVGRMSTQERLKHAQKRRAQQVKMWAQAEKEAQGKKGPGERPRKEAASQGLLKQVLFPPSVVLLEAAARNDLEEVRQFLGSGVSPDLANEDGLTALHQCCIDDFREMVQQLLEAGANINACDSECWTPLHAAATCGHLHLVELLIASGANLLAVNTDGNMPYDLCDDEQTLDCLETAMADRGITQDSIEAARAVPELRMLDDIRSRLQAGADLHAPLDHGATLLHVAAANGFSEAAALLLEHRASLSAKDQDGWEPLHAAAYWGQVPLVELLVAHGADLNAKSLMDET.... Result: 0 (no interaction).